The task is: Predict the reaction yield, written as a fraction of the theoretical maximum amount of product (1.0 means a 100% yield; for example, 0.34 means a 34% yield).. This data is from Reaction yield outcomes from USPTO patents with 853,638 reactions. The reactants are [O:1]=[C:2]1[CH:11]=[CH:10][C:9]2[C:4](=[CH:5][C:6]([C:12]#[N:13])=[CH:7][CH:8]=2)[NH:3]1.CS(O[CH2:19][CH2:20][N:21]1[CH2:26][CH2:25][CH:24]([NH:27][C:28]([O:30][C:31]([CH3:34])([CH3:33])[CH3:32])=[O:29])[CH:23]([F:35])[CH2:22]1)(=O)=O.[H-].[Na+]. The catalyst is CC(C)=O. The product is [C:12]([C:6]1[CH:5]=[C:4]2[C:9]([CH:10]=[CH:11][C:2](=[O:1])[N:3]2[CH2:19][CH2:20][N:21]2[CH2:26][CH2:25][CH:24]([NH:27][C:28](=[O:29])[O:30][C:31]([CH3:33])([CH3:32])[CH3:34])[CH:23]([F:35])[CH2:22]2)=[CH:8][CH:7]=1)#[N:13]. The yield is 0.530.